From a dataset of Forward reaction prediction with 1.9M reactions from USPTO patents (1976-2016). Predict the product of the given reaction. (1) The product is: [Cl:16][C:13]1[CH:14]=[CH:15][C:10]([C:5]2[CH:6]=[C:7]([CH2:8][NH2:9])[C:2]([C:22]#[C:21][Si:18]([CH3:20])([CH3:19])[CH3:17])=[N:3][CH:4]=2)=[CH:11][CH:12]=1. Given the reactants Br[C:2]1[C:7]([CH2:8][NH2:9])=[CH:6][C:5]([C:10]2[CH:15]=[CH:14][C:13]([Cl:16])=[CH:12][CH:11]=2)=[CH:4][N:3]=1.[CH3:17][Si:18]([C:21]#[CH:22])([CH3:20])[CH3:19], predict the reaction product. (2) Given the reactants C([O:9][C@@H:10]1[C@@H:15]([O:16]C(=O)C2C=CC=CC=2)[C@H:14]([O:25]C(=O)C2C=CC=CC=2)[C@@H:13]([CH2:34][O:35]C(=O)C2C=CC=CC=2)[O:12][C@@H:11]1[O:44][C@@H:45]1[C@@H:50]([CH2:51][O:52]C(=O)C2C=CC=CC=2)[O:49][C@H:48]([O:61][C@@H:62]2[C@@H:100]([CH2:101][O:102]C(=O)C3C=CC=CC=3)[O:99][C@@H:65]([O:66][NH:67][C:68](=[O:98])[CH2:69][O:70][CH:71]3[CH2:95][CH2:94][C@@:93]4([CH3:96])[CH:73]([CH2:74][CH2:75][C@@H:76]5[C@@H:92]4[CH2:91][CH2:90][C@@:89]4([CH3:97])[C@H:77]5[CH2:78][CH2:79][C@@H:80]4[C@H:81]([CH3:88])[CH2:82][CH2:83][CH2:84][CH:85]([CH3:87])[CH3:86])[CH2:72]3)[C@H:64]([O:111]C(=O)C3C=CC=CC=3)[C@H:63]2[O:120]C(=O)C2C=CC=CC=2)[C@H:47]([O:129]C(=O)C2C=CC=CC=2)[C@H:46]1[O:138]C(=O)C1C=CC=CC=1)(=O)C1C=CC=CC=1.C[O-].[Na+], predict the reaction product. The product is: [C@H:11]1([O:44][C@@H:45]2[C@@H:50]([CH2:51][OH:52])[O:49][C@H:48]([O:61][C@@H:62]3[C@@H:100]([CH2:101][OH:102])[O:99][C@@H:65]([O:66][NH:67][C:68](=[O:98])[CH2:69][O:70][CH:71]4[CH2:95][CH2:94][C@@:93]5([CH3:96])[CH:73]([CH2:74][CH2:75][C@@H:76]6[C@@H:92]5[CH2:91][CH2:90][C@@:89]5([CH3:97])[C@H:77]6[CH2:78][CH2:79][C@@H:80]5[C@H:81]([CH3:88])[CH2:82][CH2:83][CH2:84][CH:85]([CH3:86])[CH3:87])[CH2:72]4)[C@H:64]([OH:111])[C@H:63]3[OH:120])[C@H:47]([OH:129])[C@H:46]2[OH:138])[O:12][C@H:13]([CH2:34][OH:35])[C@@H:14]([OH:25])[C@H:15]([OH:16])[C@H:10]1[OH:9]. (3) Given the reactants [OH:1][C@@H:2]1[CH2:7][CH2:6][C@H:5]([NH:8][C:9](=[O:15])[O:10][C:11]([CH3:14])([CH3:13])[CH3:12])[CH2:4][CH2:3]1.N1C=CN=C1.[C:21]([Si:25]([C:33]1[CH:38]=[CH:37][CH:36]=[CH:35][CH:34]=1)([C:27]1[CH:32]=[CH:31][CH:30]=[CH:29][CH:28]=1)Cl)([CH3:24])([CH3:23])[CH3:22].C(OCC)(=O)C, predict the reaction product. The product is: [Si:25]([O:1][C@@H:2]1[CH2:7][CH2:6][C@H:5]([NH:8][C:9](=[O:15])[O:10][C:11]([CH3:12])([CH3:14])[CH3:13])[CH2:4][CH2:3]1)([C:21]([CH3:24])([CH3:23])[CH3:22])([C:33]1[CH:34]=[CH:35][CH:36]=[CH:37][CH:38]=1)[C:27]1[CH:32]=[CH:31][CH:30]=[CH:29][CH:28]=1. (4) Given the reactants Cl[C:2]1C(OC)=CC(NC2C3C(=CC4C=C(OCCCl)C(OC)=CC=4C=3)N=CC=2C#N)=C(C)C=1.[Cl:34][C:35]1[C:63]([O:64][CH3:65])=[CH:62][C:38]([NH:39][C:40]2[C:49]3[C:44](=[CH:45][C:46]4[CH:53]=[C:52]([O:54][CH3:55])[C:51]([O:56][CH2:57]CCl)=[CH:50][C:47]=4[CH:48]=3)[N:43]=[CH:42][C:41]=2[C:60]#[N:61])=[C:37]([CH3:66])[CH:36]=1.[CH3:67][N:68]1[CH2:73][CH2:72][NH:71][CH2:70][CH2:69]1.[I-].[Na+], predict the reaction product. The product is: [Cl:34][C:35]1[C:63]([O:64][CH3:65])=[CH:62][C:38]([NH:39][C:40]2[C:49]3[C:44](=[CH:45][C:46]4[CH:53]=[C:52]([O:54][CH2:55][CH2:67][N:68]5[CH2:73][CH2:72][N:71]([CH3:2])[CH2:70][CH2:69]5)[C:51]([O:56][CH3:57])=[CH:50][C:47]=4[CH:48]=3)[N:43]=[CH:42][C:41]=2[C:60]#[N:61])=[C:37]([CH3:66])[CH:36]=1. (5) Given the reactants [NH:1]1[C:5]2[CH:6]=[CH:7][CH:8]=[CH:9][C:4]=2[N:3]=[C:2]1[C:10]1[C:11]([O:20][CH3:21])=[CH:12][C:13]([O:18][CH3:19])=[C:14]([CH:17]=1)[CH:15]=O.[C:22]([C:25]1[CH:33]=[CH:32][C:28]([C:29]([OH:31])=[O:30])=[CH:27][CH:26]=1)(=[O:24])[CH3:23], predict the reaction product. The product is: [NH:1]1[C:5]2[CH:6]=[CH:7][CH:8]=[CH:9][C:4]=2[N:3]=[C:2]1[C:10]1[C:11]([O:20][CH3:21])=[CH:12][C:13]([O:18][CH3:19])=[C:14](/[CH:15]=[CH:23]/[C:22]([C:25]2[CH:33]=[CH:32][C:28]([C:29]([OH:31])=[O:30])=[CH:27][CH:26]=2)=[O:24])[CH:17]=1. (6) Given the reactants C([O:4][CH2:5][CH2:6][C:7]1[N:8]=[C:9]([CH2:12][C:13]2[CH:14]=[C:15]([CH:20]=[CH:21][CH:22]=2)[C:16]([O:18]C)=[O:17])[S:10][CH:11]=1)(=O)C.O.[OH-].[Li+].Cl, predict the reaction product. The product is: [OH:4][CH2:5][CH2:6][C:7]1[N:8]=[C:9]([CH2:12][C:13]2[CH:14]=[C:15]([CH:20]=[CH:21][CH:22]=2)[C:16]([OH:18])=[O:17])[S:10][CH:11]=1.